From a dataset of Catalyst prediction with 721,799 reactions and 888 catalyst types from USPTO. Predict which catalyst facilitates the given reaction. (1) Reactant: [S:1]1[C:5]2[CH:6]=[CH:7][CH:8]=[CH:9][C:4]=2[N:3]=[C:2]1[NH:10][C:11](=[O:37])[N:12]([C@H:28]1[CH2:32][CH2:31][C@H:30]([C:33]([O:35]C)=[O:34])[CH2:29]1)[CH2:13][CH2:14][CH:15]([C:22]1[CH:27]=[CH:26][CH:25]=[CH:24][CH:23]=1)[C:16]1[CH:21]=[CH:20][CH:19]=[CH:18][CH:17]=1.O.[OH-].[Li+]. Product: [S:1]1[C:5]2[CH:6]=[CH:7][CH:8]=[CH:9][C:4]=2[N:3]=[C:2]1[NH:10][C:11](=[O:37])[N:12]([C@H:28]1[CH2:32][CH2:31][C@H:30]([C:33]([OH:35])=[O:34])[CH2:29]1)[CH2:13][CH2:14][CH:15]([C:16]1[CH:17]=[CH:18][CH:19]=[CH:20][CH:21]=1)[C:22]1[CH:27]=[CH:26][CH:25]=[CH:24][CH:23]=1. The catalyst class is: 24. (2) Reactant: [ClH:1].Cl.[NH2:3][CH2:4][CH2:5][CH2:6][C:7]1[N:8]=[C:9]([NH2:12])[NH:10][CH:11]=1.CS(C)=[O:15]. Product: [ClH:1].[ClH:1].[NH2:12][C:9]1[NH:8][C:7](=[CH:6][CH2:5][CH2:4][NH2:3])[C:11](=[O:15])[N:10]=1. The catalyst class is: 27. (3) Reactant: [OH:1][NH:2][C:3](=[NH:30])[C:4]1[CH:9]=[CH:8][C:7]([N:10]2[C:19]3[C:14](=[CH:15][C:16]([C:20]4[CH:25]=[CH:24][C:23]([C:26]([F:29])([F:28])[F:27])=[CH:22][CH:21]=4)=[CH:17][CH:18]=3)[CH2:13][CH2:12][CH2:11]2)=[CH:6][CH:5]=1.N1C=CC=CC=1.[C:37]1([O:43]C(Cl)=O)C=CC=CC=1.N12CCCN=C1CCCCC2. Product: [F:29][C:26]([F:27])([F:28])[C:23]1[CH:24]=[CH:25][C:20]([C:16]2[CH:15]=[C:14]3[C:19](=[CH:18][CH:17]=2)[N:10]([C:7]2[CH:8]=[CH:9][C:4]([C:3]4[NH:30][C:37](=[O:43])[O:1][N:2]=4)=[CH:5][CH:6]=2)[CH2:11][CH2:12][CH2:13]3)=[CH:21][CH:22]=1. The catalyst class is: 545.